This data is from Catalyst prediction with 721,799 reactions and 888 catalyst types from USPTO. The task is: Predict which catalyst facilitates the given reaction. (1) Reactant: [CH2:1]([C:3]1[S:18][C:6]2[NH:7][C:8](=[O:17])[N:9]([CH2:12][C:13]([O:15][CH3:16])=[O:14])[C:10](=[O:11])[C:5]=2[CH:4]=1)[CH3:2].Br[CH2:20][C:21]1[CH:26]=[CH:25][C:24]([C:27]2[C:28]([C:33]#[N:34])=[CH:29][CH:30]=[CH:31][CH:32]=2)=[CH:23][CH:22]=1.C(=O)([O-])[O-].[K+].[K+]. Product: [C:33]([C:28]1[CH:29]=[CH:30][CH:31]=[CH:32][C:27]=1[C:24]1[CH:23]=[CH:22][C:21]([CH2:20][N:7]2[C:6]3[S:18][C:3]([CH2:1][CH3:2])=[CH:4][C:5]=3[C:10](=[O:11])[N:9]([CH2:12][C:13]([O:15][CH3:16])=[O:14])[C:8]2=[O:17])=[CH:26][CH:25]=1)#[N:34]. The catalyst class is: 10. (2) Reactant: [CH2:1]([O:3][C:4]([O:6][C:7]1[CH:8]=[C:9]([CH2:19][C@H:20]([NH:31]C(OC(C)(C)C)=O)[C:21]([O:23][C@H:24]([CH3:30])[CH2:25][O:26][C:27](=[O:29])[CH3:28])=[O:22])[CH:10]=[CH:11][C:12]=1[O:13][C:14]([O:16][CH2:17][CH3:18])=[O:15])=[O:5])[CH3:2].[ClH:39]. Product: [ClH:39].[NH2:31][C@@H:20]([CH2:19][C:9]1[CH:10]=[CH:11][C:12]([O:13][C:14]([O:16][CH2:17][CH3:18])=[O:15])=[C:7]([O:6][C:4]([O:3][CH2:1][CH3:2])=[O:5])[CH:8]=1)[C:21]([O:23][C@H:24]([CH3:30])[CH2:25][O:26][C:27](=[O:29])[CH3:28])=[O:22]. The catalyst class is: 12. (3) Reactant: [OH:1][C:2]([CH3:18])([CH3:17])[CH2:3][N:4]1[CH2:9][CH2:8][N:7](C(OCCCC)=O)[CH2:6][CH2:5]1.C(O)(C(F)(F)F)=O. The catalyst class is: 2. Product: [CH3:18][C:2]([OH:1])([CH3:17])[CH2:3][N:4]1[CH2:5][CH2:6][NH:7][CH2:8][CH2:9]1. (4) Reactant: [F:1][C:2]1[CH:7]=[CH:6][C:5]([OH:8])=[CH:4][CH:3]=1.Cl[C:10]1[C:15]([CH:16]=[O:17])=[CH:14][N:13]=[CH:12][CH:11]=1. Product: [F:1][C:2]1[CH:7]=[CH:6][C:5]([O:8][C:14]2[C:15]([CH:16]=[O:17])=[CH:10][CH:11]=[CH:12][N:13]=2)=[CH:4][CH:3]=1. The catalyst class is: 1. (5) Reactant: [NH2:1][C:2]1[N:7]=[C:6]([NH:8][CH2:9][CH2:10][CH2:11][N:12]2[CH2:16][CH2:15][CH2:14][C:13]2=[O:17])[CH:5]=[C:4](Cl)[N:3]=1.[CH3:19][C:20]1[C:28](B(O)O)=[CH:27][CH:26]=[C:25]2[C:21]=1[CH:22]=[N:23][NH:24]2.C(=O)([O-])[O-].[K+].[K+]. Product: [NH2:1][C:2]1[N:7]=[C:6]([NH:8][CH2:9][CH2:10][CH2:11][N:12]2[CH2:16][CH2:15][CH2:14][C:13]2=[O:17])[CH:5]=[C:4]([C:28]2[C:20]([CH3:19])=[C:21]3[C:25](=[CH:26][CH:27]=2)[NH:24][N:23]=[CH:22]3)[N:3]=1. The catalyst class is: 38. (6) Reactant: Br[CH2:2][C:3]([C:5]1[CH:6]=[CH:7][C:8]([N:11]2[CH:15]=[CH:14][N:13]=[CH:12]2)=[N:9][CH:10]=1)=O.[NH2:16][C:17]1[CH:22]=[CH:21][C:20]([I:23])=[CH:19][N:18]=1. Product: [I:23][C:20]1[CH:21]=[CH:22][C:17]2[N:18]([CH:2]=[C:3]([C:5]3[CH:6]=[CH:7][C:8]([N:11]4[CH:15]=[CH:14][N:13]=[CH:12]4)=[N:9][CH:10]=3)[N:16]=2)[CH:19]=1. The catalyst class is: 10. (7) The catalyst class is: 1. Reactant: [N:1]1([C@H:6]2[CH2:11][CH2:10][C@H:9]([NH:12]C(=O)OC(C)(C)C)[CH2:8][CH2:7]2)[CH2:5][CH2:4][CH2:3][CH2:2]1.[ClH:20].O. Product: [ClH:20].[N:1]1([C@H:6]2[CH2:11][CH2:10][C@H:9]([NH2:12])[CH2:8][CH2:7]2)[CH2:2][CH2:3][CH2:4][CH2:5]1. (8) Product: [NH2:1][C:2]1[C:24]([Cl:25])=[CH:23][C:5]([C:6]([NH:8][CH2:9][CH:10]2[O:15][CH2:14][CH2:13][N:12]([CH2:16][CH:17]3[CH2:18][CH2:19][N:20]([C:30](=[O:31])[N:29]([CH3:33])[CH3:28])[CH2:21][CH2:22]3)[CH2:11]2)=[O:7])=[C:4]([O:26][CH3:27])[CH:3]=1. Reactant: [NH2:1][C:2]1[C:24]([Cl:25])=[CH:23][C:5]([C:6]([NH:8][CH2:9][CH:10]2[O:15][CH2:14][CH2:13][N:12]([CH2:16][CH:17]3[CH2:22][CH2:21][NH:20][CH2:19][CH2:18]3)[CH2:11]2)=[O:7])=[C:4]([O:26][CH3:27])[CH:3]=1.[CH3:28][N:29]([CH3:33])[C:30](Cl)=[O:31]. The catalyst class is: 2.